This data is from Peptide-MHC class I binding affinity with 185,985 pairs from IEDB/IMGT. The task is: Regression. Given a peptide amino acid sequence and an MHC pseudo amino acid sequence, predict their binding affinity value. This is MHC class I binding data. (1) The peptide sequence is RIPNSLHSL. The MHC is HLA-B15:01 with pseudo-sequence HLA-B15:01. The binding affinity (normalized) is 0.0728. (2) The peptide sequence is AETESATLF. The MHC is HLA-A29:02 with pseudo-sequence HLA-A29:02. The binding affinity (normalized) is 0.0847.